This data is from Catalyst prediction with 721,799 reactions and 888 catalyst types from USPTO. The task is: Predict which catalyst facilitates the given reaction. (1) Reactant: CS(O[CH2:6][C:7]1[N:11]([C:12]2[CH:17]=[CH:16][C:15]([C:18]([NH:20][CH2:21][CH3:22])=[O:19])=[CH:14][CH:13]=2)[N:10]=[N:9][C:8]=1[C:23]([NH:25][CH:26]1[CH2:28][CH2:27]1)=[O:24])(=O)=O.C(=O)([O-])[O-].[K+].[K+].[CH2:35]([NH2:42])[C:36]1[CH:41]=[CH:40][CH:39]=[CH:38][CH:37]=1.[I-].[Na+]. Product: [CH2:35]([NH:42][CH2:6][C:7]1[N:11]([C:12]2[CH:17]=[CH:16][C:15]([C:18]([NH:20][CH2:21][CH3:22])=[O:19])=[CH:14][CH:13]=2)[N:10]=[N:9][C:8]=1[C:23]([NH:25][CH:26]1[CH2:28][CH2:27]1)=[O:24])[C:36]1[CH:41]=[CH:40][CH:39]=[CH:38][CH:37]=1. The catalyst class is: 115. (2) The catalyst class is: 12. Product: [NH2:9][C:10]1[CH:17]=[CH:16][CH:15]=[C:14]([O:4][CH2:3][C:2]([NH2:1])([CH3:6])[CH3:5])[C:11]=1[C:12]#[N:13]. Reactant: [NH2:1][C:2]([CH3:6])([CH3:5])[CH2:3][OH:4].[H-].[Na+].[NH2:9][C:10]1[CH:17]=[CH:16][CH:15]=[C:14](F)[C:11]=1[C:12]#[N:13]. (3) Reactant: C([NH:5][S:6]([C:9]1[CH:14]=[CH:13][C:12]([C:15]2[N:16]=[CH:17][N:18]([C:20]3[N:25]=[C:24]([CH3:26])[CH:23]=[C:22]([C:27]4[CH:32]=[CH:31][C:30]([Cl:33])=[CH:29][CH:28]=4)[N:21]=3)[CH:19]=2)=[CH:11][CH:10]=1)(=[O:8])=[O:7])(C)(C)C.C(O)(C(F)(F)F)=O. Product: [Cl:33][C:30]1[CH:29]=[CH:28][C:27]([C:22]2[CH:23]=[C:24]([CH3:26])[N:25]=[C:20]([N:18]3[CH:19]=[C:15]([C:12]4[CH:13]=[CH:14][C:9]([S:6]([NH2:5])(=[O:7])=[O:8])=[CH:10][CH:11]=4)[N:16]=[CH:17]3)[N:21]=2)=[CH:32][CH:31]=1. The catalyst class is: 4.